From a dataset of Peptide-MHC class I binding affinity with 185,985 pairs from IEDB/IMGT. Regression. Given a peptide amino acid sequence and an MHC pseudo amino acid sequence, predict their binding affinity value. This is MHC class I binding data. (1) The peptide sequence is AVYLLDGLR. The MHC is HLA-A30:01 with pseudo-sequence HLA-A30:01. The binding affinity (normalized) is 0.418. (2) The peptide sequence is PLTNQRYRV. The MHC is HLA-A02:12 with pseudo-sequence HLA-A02:12. The binding affinity (normalized) is 0.0847. (3) The peptide sequence is ATSTGNYNY. The MHC is HLA-A30:02 with pseudo-sequence HLA-A30:02. The binding affinity (normalized) is 0.763. (4) The peptide sequence is NSQIFNIISY. The MHC is HLA-A03:01 with pseudo-sequence HLA-A03:01. The binding affinity (normalized) is 0.354. (5) The peptide sequence is RAYRNALSM. The binding affinity (normalized) is 0.0641. The MHC is BoLA-AW10 with pseudo-sequence BoLA-AW10. (6) The peptide sequence is ITSMWPLL. The MHC is H-2-Kb with pseudo-sequence H-2-Kb. The binding affinity (normalized) is 0.573.